From a dataset of Reaction yield outcomes from USPTO patents with 853,638 reactions. Predict the reaction yield, written as a fraction of the theoretical maximum amount of product (1.0 means a 100% yield; for example, 0.34 means a 34% yield). The reactants are [F:1][C:2]1[C:11]2[NH:10][C:9](=O)[C:8]3[S:13][CH:14]=[CH:15][C:7]=3[C:6]=2[C:5]([C:16]2[CH:30]=[CH:29][C:19]([CH2:20][NH:21]C(=O)OC(C)(C)C)=[CH:18][CH:17]=2)=[C:4]([O:31]C)[CH:3]=1.BrB(Br)Br. No catalyst specified. The product is [NH2:21][CH2:20][C:19]1[CH:29]=[CH:30][C:16]([C:5]2[C:6]3[C:7]4[CH:15]=[CH:14][S:13][C:8]=4[CH:9]=[N:10][C:11]=3[C:2]([F:1])=[CH:3][C:4]=2[OH:31])=[CH:17][CH:18]=1. The yield is 0.880.